This data is from NCI-60 drug combinations with 297,098 pairs across 59 cell lines. The task is: Regression. Given two drug SMILES strings and cell line genomic features, predict the synergy score measuring deviation from expected non-interaction effect. (1) Drug 1: C1C(C(OC1N2C=NC(=NC2=O)N)CO)O. Drug 2: B(C(CC(C)C)NC(=O)C(CC1=CC=CC=C1)NC(=O)C2=NC=CN=C2)(O)O. Cell line: NCIH23. Synergy scores: CSS=24.0, Synergy_ZIP=1.08, Synergy_Bliss=2.38, Synergy_Loewe=-6.73, Synergy_HSA=2.93. (2) Drug 1: CC1C(C(CC(O1)OC2CC(CC3=C2C(=C4C(=C3O)C(=O)C5=C(C4=O)C(=CC=C5)OC)O)(C(=O)CO)O)N)O.Cl. Drug 2: CCC1(C2=C(COC1=O)C(=O)N3CC4=CC5=C(C=CC(=C5CN(C)C)O)N=C4C3=C2)O.Cl. Cell line: M14. Synergy scores: CSS=17.2, Synergy_ZIP=-1.05, Synergy_Bliss=0.532, Synergy_Loewe=1.27, Synergy_HSA=1.38. (3) Drug 1: COC1=C(C=C2C(=C1)N=CN=C2NC3=CC(=C(C=C3)F)Cl)OCCCN4CCOCC4. Drug 2: C1=C(C(=O)NC(=O)N1)F. Cell line: CCRF-CEM. Synergy scores: CSS=10.7, Synergy_ZIP=-13.3, Synergy_Bliss=-25.3, Synergy_Loewe=-27.2, Synergy_HSA=-22.1. (4) Drug 1: CC1C(C(CC(O1)OC2CC(CC3=C2C(=C4C(=C3O)C(=O)C5=C(C4=O)C(=CC=C5)OC)O)(C(=O)C)O)N)O.Cl. Drug 2: C1C(C(OC1N2C=NC3=C(N=C(N=C32)Cl)N)CO)O. Cell line: SK-OV-3. Synergy scores: CSS=2.88, Synergy_ZIP=-3.32, Synergy_Bliss=-6.53, Synergy_Loewe=-11.2, Synergy_HSA=-7.05.